From a dataset of Reaction yield outcomes from USPTO patents with 853,638 reactions. Predict the reaction yield, written as a fraction of the theoretical maximum amount of product (1.0 means a 100% yield; for example, 0.34 means a 34% yield). (1) The reactants are [NH:1]1[C:9]2[C:4](=[C:5]([CH2:10][NH:11][CH3:12])[CH:6]=[CH:7][CH:8]=2)[CH:3]=[CH:2]1.Cl.[O:14]=[C:15]1[NH:24][C:23]2[N:22]=[CH:21][C:20](/[CH:25]=[CH:26]/[C:27]([OH:29])=O)=[CH:19][C:18]=2[CH2:17][CH2:16]1. No catalyst specified. The product is [NH:1]1[C:9]2[C:4](=[C:5]([CH2:10][N:11]([CH3:12])[C:27](=[O:29])[CH:26]=[CH:25][C:20]3[CH:21]=[N:22][C:23]4[NH:24][C:15](=[O:14])[CH2:16][CH2:17][C:18]=4[CH:19]=3)[CH:6]=[CH:7][CH:8]=2)[CH:3]=[CH:2]1. The yield is 0.730. (2) The reactants are [Br:1][C:2]1[CH:3]=[C:4]2[C:9](Cl)=[C:8]([C:11]([NH2:13])=[O:12])[CH:7]=[N:6][N:5]2[CH:14]=1.CC[N:17]([CH:21]([CH3:23])[CH3:22])C(C)C.O.CN1C(=O)C[CH2:28][CH2:27]1. No catalyst specified. The product is [Br:1][C:2]1[CH:3]=[C:4]2[C:9]([NH:17][C@@H:21]([CH:22]3[CH2:28][CH2:27]3)[CH3:23])=[C:8]([C:11]([NH2:13])=[O:12])[CH:7]=[N:6][N:5]2[CH:14]=1. The yield is 0.790. (3) The reactants are [CH3:1][C:2]1[CH:8]=[CH:7][CH:6]=[C:5]([CH3:9])[C:3]=1[NH2:4].[CH3:10][C:11]1[CH:12]=[C:13]([CH:17]=[CH:18][C:19]=1[NH:20][C:21]1[N:30]=[C:29]([C:31]2[CH:36]=[CH:35][CH:34]=[CH:33][CH:32]=2)[C:28]2[C:23](=[CH:24][CH:25]=[CH:26][CH:27]=2)[N:22]=1)[C:14](O)=[O:15].CN(C(ON1N=NC2C=CC=NC1=2)=[N+](C)C)C.F[P-](F)(F)(F)(F)F.CCN(C(C)C)C(C)C. The catalyst is CC(N(C)C)=O.C(OCC)(=O)C. The product is [CH3:1][C:2]1[CH:8]=[CH:7][CH:6]=[C:5]([CH3:9])[C:3]=1[NH:4][C:14](=[O:15])[C:13]1[CH:17]=[CH:18][C:19]([NH:20][C:21]2[N:30]=[C:29]([C:31]3[CH:36]=[CH:35][CH:34]=[CH:33][CH:32]=3)[C:28]3[C:23](=[CH:24][CH:25]=[CH:26][CH:27]=3)[N:22]=2)=[C:11]([CH3:10])[CH:12]=1. The yield is 0.470. (4) The reactants are [C:1]1([O:7][P:8]([CH2:17][CH2:18][NH:19][C:20]([O:22][CH:23]([C:31]2[NH:32][C:33]([S:39][C:40]3[CH:45]=[C:44]([Cl:46])[CH:43]=[C:42]([Cl:47])[CH:41]=3)=[C:34]([CH:36]([CH3:38])[CH3:37])[N:35]=2)[CH2:24][C:25]2[CH:30]=[CH:29][N:28]=[CH:27][CH:26]=2)=[O:21])(=[O:16])[O:9]C2C=CC=CC=2)[CH:6]=[CH:5][CH:4]=[CH:3][CH:2]=1.[Li+].[OH-]. The catalyst is CC#N. The product is [C:1]1([O:7][P:8]([CH2:17][CH2:18][NH:19][C:20]([O:22][CH:23]([C:31]2[NH:32][C:33]([S:39][C:40]3[CH:41]=[C:42]([Cl:47])[CH:43]=[C:44]([Cl:46])[CH:45]=3)=[C:34]([CH:36]([CH3:38])[CH3:37])[N:35]=2)[CH2:24][C:25]2[CH:30]=[CH:29][N:28]=[CH:27][CH:26]=2)=[O:21])(=[O:9])[OH:16])[CH:2]=[CH:3][CH:4]=[CH:5][CH:6]=1. The yield is 1.00. (5) The reactants are [C:1]([O:7][CH2:8][CH3:9])(=[O:6])[CH2:2][C:3]([O-:5])=O.[K+].[Cl-].[Mg+2].[Cl-].C(N(CC)CC)C.[CH3:21][C@H:22]([C@H:26]([CH3:30])[CH2:27][CH2:28][CH3:29])C(Cl)=O. The catalyst is C(#N)C. The product is [CH2:8]([O:7][C:1](=[O:6])[CH2:2][C:3](=[O:5])[C@H:22]([CH3:21])[C@H:26]([CH3:30])[CH2:27][CH2:28][CH3:29])[CH3:9]. The yield is 0.878. (6) The reactants are [CH2:1]([O:3][C:4]([C:6]1[C:15](=[O:16])[C:14]2[C:13](=[O:17])[CH2:12][CH2:11][CH2:10][C:9]=2[NH:8][CH:7]=1)=[O:5])[CH3:2].II. The catalyst is C(O)C. The product is [CH2:1]([O:3][C:4]([C:6]1[C:15](=[O:16])[C:14]2[C:9](=[CH:10][CH:11]=[CH:12][C:13]=2[OH:17])[NH:8][CH:7]=1)=[O:5])[CH3:2]. The yield is 0.430.